Task: Predict the reaction yield, written as a fraction of the theoretical maximum amount of product (1.0 means a 100% yield; for example, 0.34 means a 34% yield).. Dataset: Reaction yield outcomes from USPTO patents with 853,638 reactions (1) The reactants are [C@@H:1]1([N:10]2[CH:17]=[CH:16][C:14]([NH2:15])=[N:13][C:11]2=[O:12])[O:9][C@H:6]([CH2:7][OH:8])[C@@H:4]([OH:5])[C@H:2]1[OH:3].C[Si](C)(C)Cl.[C:23](Cl)(=[O:30])[C:24]1[CH:29]=[CH:28][CH:27]=[CH:26][CH:25]=1.N. The catalyst is N1C=CC=CC=1.O. The product is [C:23]([NH:15][C:14]1[CH:16]=[CH:17][N:10]([C@@H:1]2[O:9][C@H:6]([CH2:7][OH:8])[C@@H:4]([OH:5])[C@H:2]2[OH:3])[C:11](=[O:12])[N:13]=1)(=[O:30])[C:24]1[CH:29]=[CH:28][CH:27]=[CH:26][CH:25]=1. The yield is 0.960. (2) The yield is 0.820. The catalyst is COCCOC.C1C=CC([P]([Pd]([P](C2C=CC=CC=2)(C2C=CC=CC=2)C2C=CC=CC=2)([P](C2C=CC=CC=2)(C2C=CC=CC=2)C2C=CC=CC=2)[P](C2C=CC=CC=2)(C2C=CC=CC=2)C2C=CC=CC=2)(C2C=CC=CC=2)C2C=CC=CC=2)=CC=1. The product is [F:1][C:2]([F:17])([F:16])[C:3]1[CH:4]=[C:5]([C:19]2[CH:20]=[C:21]([CH:24]=[O:25])[O:22][CH:23]=2)[CH:6]=[C:7]([C:9]([F:12])([F:11])[F:10])[CH:8]=1. The reactants are [F:1][C:2]([F:17])([F:16])[C:3]1[CH:4]=[C:5](B(O)O)[CH:6]=[C:7]([C:9]([F:12])([F:11])[F:10])[CH:8]=1.Br[C:19]1[CH:20]=[C:21]([CH:24]=[O:25])[O:22][CH:23]=1.C(=O)([O-])[O-].[Na+].[Na+].